This data is from Forward reaction prediction with 1.9M reactions from USPTO patents (1976-2016). The task is: Predict the product of the given reaction. (1) Given the reactants [F:1][C:2]([F:17])([F:16])[C:3]1[C:12]([C:13]([OH:15])=O)=[CH:11][C:10]2[C:5](=[N:6][CH:7]=[CH:8][CH:9]=2)[N:4]=1.[CH3:18][N:19]1[C:23](=[O:24])[CH2:22][CH:21]=[N:20]1, predict the reaction product. The product is: [CH3:18][N:19]1[C:23](=[O:24])[CH:22]([C:13]([C:12]2[C:3]([C:2]([F:1])([F:17])[F:16])=[N:4][C:5]3[C:10]([CH:11]=2)=[CH:9][CH:8]=[CH:7][N:6]=3)=[O:15])[CH:21]=[N:20]1. (2) Given the reactants [OH:1][C:2]1[CH:7]=[CH:6][C:5]([CH:8]([CH2:14][CH:15]([CH3:17])[CH3:16])[C:9]([O:11][CH2:12][CH3:13])=[O:10])=[CH:4][CH:3]=1.[Br:18]Br, predict the reaction product. The product is: [Br:18][C:7]1[CH:6]=[C:5]([CH:8]([CH2:14][CH:15]([CH3:16])[CH3:17])[C:9]([O:11][CH2:12][CH3:13])=[O:10])[CH:4]=[CH:3][C:2]=1[OH:1]. (3) Given the reactants [N:1]1[C:10]2[C:5](=[CH:6][CH:7]=[CH:8][CH:9]=2)[CH:4]=[CH:3][C:2]=1[C:11]([OH:13])=O.C(Cl)(=O)C(C)(C)C.C(N(CC)CC)C.[NH2:28][C@H:29]([C:34]([OH:36])=[O:35])[CH2:30][C:31](=[O:33])[NH2:32].[OH-].[Na+].C(=O)(O)[O-].[Na+], predict the reaction product. The product is: [N:1]1[C:10]2[C:5](=[CH:6][CH:7]=[CH:8][CH:9]=2)[CH:4]=[CH:3][C:2]=1[C:11]([NH:28][C@H:29]([C:34]([OH:36])=[O:35])[CH2:30][C:31](=[O:33])[NH2:32])=[O:13]. (4) Given the reactants Cl[CH2:2][C:3]1[C:7]2[CH:8]=[CH:9][C:10]([O:12][C:13]3[S:14][C:15]4[C:16]([N:21]=3)=[N:17][CH:18]=[CH:19][CH:20]=4)=[CH:11][C:6]=2[O:5][CH:4]=1.C([O-])([O-])=O.[K+].[K+].[CH:28]12[NH:35][CH:32]([CH2:33][CH2:34]1)[CH2:31][N:30]([C:36](=[O:38])[CH3:37])[CH2:29]2, predict the reaction product. The product is: [S:14]1[C:15]2[C:16](=[N:17][CH:18]=[CH:19][CH:20]=2)[N:21]=[C:13]1[O:12][C:10]1[CH:9]=[CH:8][C:7]2[C:3]([CH2:2][N:35]3[CH:28]4[CH2:34][CH2:33][CH:32]3[CH2:31][N:30]([C:36](=[O:38])[CH3:37])[CH2:29]4)=[CH:4][O:5][C:6]=2[CH:11]=1. (5) Given the reactants [Na].[Na].[C@@H:3]1([N:41]2[C:50]3[N:49]=[CH:48][N:47]=[C:45]([NH2:46])[C:44]=3[N:43]=[CH:42]2)[O:40][C@H:12]([CH2:13][O:14][P:15]([O:18][P:19]([O:22][CH2:23][C:24]([C@H:27]([C:29]([NH:31][CH2:32][CH2:33][C:34]([NH:36][CH2:37][CH2:38][SH:39])=[O:35])=[O:30])[OH:28])([CH3:26])[CH3:25])([OH:21])=[O:20])([OH:17])=[O:16])[C@@H:6]([O:7][P:8]([OH:11])([OH:10])=[O:9])[C@H:4]1[OH:5].CCN(CC)CC, predict the reaction product. The product is: [CH3:26][C:24]([C@@H:27]([OH:28])[C:29]([NH:31][CH2:32][CH2:33][C:34]([NH:36][CH2:37][CH2:38][SH:39])=[O:35])=[O:30])([CH2:23][O:22][P:19]([O:18][P:15]([O:14][CH2:13][C@H:12]1[O:40][C@@H:3]([N:41]2[C:50]3[N:49]=[CH:48][N:47]=[C:45]([NH2:46])[C:44]=3[N:43]=[CH:42]2)[C@H:4]([OH:5])[C@@H:6]1[O:7][P:8]([OH:11])([OH:10])=[O:9])([OH:17])=[O:16])([OH:21])=[O:20])[CH3:25].